Dataset: NCI-60 drug combinations with 297,098 pairs across 59 cell lines. Task: Regression. Given two drug SMILES strings and cell line genomic features, predict the synergy score measuring deviation from expected non-interaction effect. Synergy scores: CSS=21.9, Synergy_ZIP=0.235, Synergy_Bliss=3.35, Synergy_Loewe=-7.21, Synergy_HSA=3.58. Drug 1: CC1OCC2C(O1)C(C(C(O2)OC3C4COC(=O)C4C(C5=CC6=C(C=C35)OCO6)C7=CC(=C(C(=C7)OC)O)OC)O)O. Cell line: OVCAR-8. Drug 2: CS(=O)(=O)CCNCC1=CC=C(O1)C2=CC3=C(C=C2)N=CN=C3NC4=CC(=C(C=C4)OCC5=CC(=CC=C5)F)Cl.